This data is from Reaction yield outcomes from USPTO patents with 853,638 reactions. The task is: Predict the reaction yield, written as a fraction of the theoretical maximum amount of product (1.0 means a 100% yield; for example, 0.34 means a 34% yield). The reactants are [S:1]1[C:5]2[CH:6]=[CH:7][CH:8]=[CH:9][C:4]=2[N:3]=[C:2]1[C:10]1[C:11]([NH:15][CH:16]=O)=[N:12][NH:13][CH:14]=1.[H-].[Al+3].[Li+].[H-].[H-].[H-]. The catalyst is C1COCC1. The product is [S:1]1[C:5]2[CH:6]=[CH:7][CH:8]=[CH:9][C:4]=2[N:3]=[C:2]1[C:10]1[CH:14]=[N:13][NH:12][C:11]=1[NH:15][CH3:16]. The yield is 0.610.